From a dataset of Catalyst prediction with 721,799 reactions and 888 catalyst types from USPTO. Predict which catalyst facilitates the given reaction. (1) Reactant: [F:1][C:2]1[CH:7]=[CH:6][CH:5]=[CH:4][C:3]=1[N:8]1[C:12]([CH2:13][OH:14])=[C:11]([C:15]([N:17]([CH2:39][CH:40]([CH3:42])[CH3:41])[C@H:18]2[CH2:23][C@@H:22]([C:24]([N:26]3[CH2:31][CH2:30][O:29][CH2:28][CH2:27]3)=[O:25])[CH2:21][N:20]([C:32]([O:34][C:35]([CH3:38])([CH3:37])[CH3:36])=[O:33])[CH2:19]2)=[O:16])[N:10]=[N:9]1.C(N(CC)CC)C.CS(Cl)(=O)=O.[CH3:55][O:56][CH2:57][CH2:58]O. Product: [F:1][C:2]1[CH:7]=[CH:6][CH:5]=[CH:4][C:3]=1[N:8]1[C:12]([CH2:13][O:14][CH2:58][CH2:57][O:56][CH3:55])=[C:11]([C:15]([N:17]([CH2:39][CH:40]([CH3:42])[CH3:41])[C@H:18]2[CH2:23][C@@H:22]([C:24]([N:26]3[CH2:27][CH2:28][O:29][CH2:30][CH2:31]3)=[O:25])[CH2:21][N:20]([C:32]([O:34][C:35]([CH3:36])([CH3:37])[CH3:38])=[O:33])[CH2:19]2)=[O:16])[N:10]=[N:9]1. The catalyst class is: 20. (2) Reactant: Cl[C:2]1[C:11]2=[N:12][N:13](CC3C=CC(OC)=CC=3)[CH:14]=[C:10]2[C:9]2[CH:8]=[C:7]([O:24][CH3:25])[CH:6]=[CH:5][C:4]=2[N:3]=1.[F:26][C:27]1[CH:33]=[CH:32][C:30]([NH2:31])=[CH:29][CH:28]=1.Cl. Product: [F:26][C:27]1[CH:33]=[CH:32][C:30]([NH:31][C:2]2[C:11]3=[N:12][NH:13][CH:14]=[C:10]3[C:9]3[CH:8]=[C:7]([O:24][CH3:25])[CH:6]=[CH:5][C:4]=3[N:3]=2)=[CH:29][CH:28]=1. The catalyst class is: 71. (3) Reactant: Cl.[NH2:2][C@H:3]1[CH2:8][CH2:7][CH2:6][CH2:5][C@H:4]1[OH:9].N1C=CC=CC=1.[Cl:16][C:17]1[CH:22]=[C:21]([Cl:23])[CH:20]=[CH:19][C:18]=1[C:24]1[N:25]([C:33]2[CH:38]=[CH:37][C:36]([O:39][CH2:40][CH2:41][C:42]([F:45])([F:44])[F:43])=[CH:35][CH:34]=2)[C:26]([CH3:32])=[C:27]([C:29](Cl)=[O:30])[N:28]=1. Product: [Cl:16][C:17]1[CH:22]=[C:21]([Cl:23])[CH:20]=[CH:19][C:18]=1[C:24]1[N:25]([C:33]2[CH:34]=[CH:35][C:36]([O:39][CH2:40][CH2:41][C:42]([F:44])([F:45])[F:43])=[CH:37][CH:38]=2)[C:26]([CH3:32])=[C:27]([C:29]([NH:2][C@@H:3]2[CH2:8][CH2:7][CH2:6][CH2:5][C@@H:4]2[OH:9])=[O:30])[N:28]=1. The catalyst class is: 2. (4) Reactant: [NH2:1][CH:2]([CH2:12][C:13]1[CH:18]=[CH:17][CH:16]=[C:15]([S:19]([C:22]([F:25])([F:24])[F:23])(=[O:21])=[O:20])[CH:14]=1)[CH:3]([C:5]1[CH:10]=[CH:9][C:8]([F:11])=[CH:7][CH:6]=1)[OH:4].[C:26]1([C:37](O)=[O:38])[CH:27]=[CH:28][CH:29]=[C:30]2[CH2:36][CH2:35][CH2:34][CH:33]=[CH:32][C:31]=12.Cl.C(N=C=NCCCN(C)C)C. Product: [F:11][C:8]1[CH:7]=[CH:6][C:5]([CH:3]([OH:4])[CH:2]([NH:1][C:37]([C:26]2[CH:27]=[CH:28][CH:29]=[C:30]3[CH2:36][CH2:35][CH2:34][CH:33]=[CH:32][C:31]=23)=[O:38])[CH2:12][C:13]2[CH:18]=[CH:17][CH:16]=[C:15]([S:19]([C:22]([F:24])([F:25])[F:23])(=[O:21])=[O:20])[CH:14]=2)=[CH:10][CH:9]=1. The catalyst class is: 47. (5) Reactant: [NH2:1][C:2]1[CH:6]=[CH:5][NH:4][C:3]=1[C:7]([O:9][CH2:10][CH3:11])=[O:8].[F:12][CH:13]([F:32])[O:14][C:15]1[CH:16]=[CH:17][C:18]2[N:22]=[C:21]([S:23][C:24]3[O:28][C:27]([CH:29]=O)=[CH:26][CH:25]=3)[NH:20][C:19]=2[CH:31]=1.[C:33]1(=O)[CH2:38][CH2:37][CH2:36][C:35](=[O:39])[CH2:34]1. Product: [CH2:10]([O:9][C:7]([C:3]1[NH:4][CH:5]=[C:6]2[CH:29]([C:27]3[O:28][C:24]([S:23][C:21]4[NH:22][C:18]5[CH:17]=[CH:16][C:15]([O:14][CH:13]([F:12])[F:32])=[CH:31][C:19]=5[N:20]=4)=[CH:25][CH:26]=3)[C:34]3[C:35](=[O:39])[CH2:36][CH2:37][CH2:38][C:33]=3[NH:1][C:2]=12)=[O:8])[CH3:11]. The catalyst class is: 8.